Dataset: Forward reaction prediction with 1.9M reactions from USPTO patents (1976-2016). Task: Predict the product of the given reaction. (1) Given the reactants [NH:1]1[CH2:6][CH:5]=[N:4][C:3]2[N:7]([C:10]#[C:11][C:12]3[CH:13]=[C:14]([CH:36]=[CH:37][C:38]=3[CH3:39])[C:15]([NH:17][C:18]3[CH:23]=[CH:22][C:21]([CH2:24][N:25]4[CH2:30][CH2:29][N:28]([CH3:31])[CH2:27][CH2:26]4)=[C:20]([C:32]([F:35])([F:34])[F:33])[CH:19]=3)=[O:16])[CH:8]=[CH:9][C:2]1=2.[ClH:40], predict the reaction product. The product is: [ClH:40].[NH:1]1[CH2:6][CH:5]=[N:4][C:3]2[N:7]([C:10]#[C:11][C:12]3[CH:13]=[C:14]([CH:36]=[CH:37][C:38]=3[CH3:39])[C:15]([NH:17][C:18]3[CH:23]=[CH:22][C:21]([CH2:24][N:25]4[CH2:26][CH2:27][N:28]([CH3:31])[CH2:29][CH2:30]4)=[C:20]([C:32]([F:35])([F:34])[F:33])[CH:19]=3)=[O:16])[CH:8]=[CH:9][C:2]1=2. (2) Given the reactants [CH3:1][C:2]1[N:3]([C:13]2[CH:18]=[CH:17][CH:16]=[C:15]([C:19]([F:22])([F:21])[F:20])[CH:14]=2)[C:4](=[O:12])[C:5]([C:8]([O:10][CH3:11])=[O:9])=[N:6][CH:7]=1.FC(F)(F)C(O)=O.[I:30]N1C(=O)CCC1=O.[Al], predict the reaction product. The product is: [I:30][C:7]1[N:6]=[C:5]([C:8]([O:10][CH3:11])=[O:9])[C:4](=[O:12])[N:3]([C:13]2[CH:18]=[CH:17][CH:16]=[C:15]([C:19]([F:22])([F:20])[F:21])[CH:14]=2)[C:2]=1[CH3:1]. (3) Given the reactants [CH3:1][O:2][C:3]1[CH:4]=[C:5]([C:9]2[NH:13][CH:12]=[N:11][CH:10]=2)[CH:6]=[CH:7][CH:8]=1.[H-].[Na+].[CH3:16][Si:17]([CH2:20][CH2:21][O:22][CH2:23]Cl)([CH3:19])[CH3:18], predict the reaction product. The product is: [CH3:1][O:2][C:3]1[CH:4]=[C:5]([C:9]2[N:13]([CH2:23][O:22][CH2:21][CH2:20][Si:17]([CH3:19])([CH3:18])[CH3:16])[CH:12]=[N:11][CH:10]=2)[CH:6]=[CH:7][CH:8]=1. (4) Given the reactants [NH2:1][C:2]1[CH:3]=[C:4]([N:8]([CH3:25])[C:9]([C:11]2[CH:16]=[CH:15][C:14]([NH:17][C:18](=[O:24])[O:19][C:20]([CH3:23])([CH3:22])[CH3:21])=[CH:13][CH:12]=2)=[O:10])[CH:5]=[CH:6][CH:7]=1.Cl[C:27]1[N:32]=[C:31]([C:33]2[C:41]3[C:36](=[CH:37][CH:38]=[CH:39][CH:40]=3)[N:35]([S:42]([C:45]3[CH:50]=[CH:49][CH:48]=[CH:47][CH:46]=3)(=[O:44])=[O:43])[CH:34]=2)[C:30]([Cl:51])=[CH:29][N:28]=1.CC1(C)C2C(=C(P(C3C=CC=CC=3)C3C=CC=CC=3)C=CC=2)OC2C(P(C3C=CC=CC=3)C3C=CC=CC=3)=CC=CC1=2.[O-]P([O-])([O-])=O.[K+].[K+].[K+], predict the reaction product. The product is: [Cl:51][C:30]1[C:31]([C:33]2[C:41]3[C:36](=[CH:37][CH:38]=[CH:39][CH:40]=3)[N:35]([S:42]([C:45]3[CH:50]=[CH:49][CH:48]=[CH:47][CH:46]=3)(=[O:44])=[O:43])[CH:34]=2)=[N:32][C:27]([NH:1][C:2]2[CH:3]=[C:4]([N:8]([CH3:25])[C:9]([C:11]3[CH:16]=[CH:15][C:14]([NH:17][C:18](=[O:24])[O:19][C:20]([CH3:21])([CH3:22])[CH3:23])=[CH:13][CH:12]=3)=[O:10])[CH:5]=[CH:6][CH:7]=2)=[N:28][CH:29]=1.